Dataset: Catalyst prediction with 721,799 reactions and 888 catalyst types from USPTO. Task: Predict which catalyst facilitates the given reaction. Reactant: [NH2:1][CH2:2][CH2:3][C:4]1[N:5]=[C:6]([NH:9][C:10]([NH:12][C:13]2[CH:18]=[CH:17][C:16]([CH3:19])=[CH:15][C:14]=2[C:20]([CH:22]2[CH2:26][CH2:25][CH2:24][CH2:23]2)=[O:21])=[O:11])[S:7][CH:8]=1.Br[CH2:28][C:29]([O:31][CH3:32])=[O:30].CCN(CC)CC. Product: [CH3:32][O:31][C:29](=[O:30])[CH2:28][NH:1][CH2:2][CH2:3][C:4]1[N:5]=[C:6]([NH:9][C:10]([NH:12][C:13]2[CH:18]=[CH:17][C:16]([CH3:19])=[CH:15][C:14]=2[C:20]([CH:22]2[CH2:23][CH2:24][CH2:25][CH2:26]2)=[O:21])=[O:11])[S:7][CH:8]=1. The catalyst class is: 2.